Dataset: Forward reaction prediction with 1.9M reactions from USPTO patents (1976-2016). Task: Predict the product of the given reaction. (1) Given the reactants [CH2:1](C([Sn])=C(CCCC)CCCC)[CH2:2]CC.Br[C:17]1[CH:22]=[C:21]([S:23]([C:26]2[CH:31]=[CH:30][C:29]([S:32]([CH3:35])(=[O:34])=[O:33])=[CH:28][CH:27]=2)(=[O:25])=[O:24])[CH:20]=[CH:19][C:18]=1[NH:36][C:37](=[O:45])[C@:38]([OH:44])([CH3:43])[C:39]([F:42])([F:41])[F:40], predict the reaction product. The product is: [CH:1]([C:17]1[CH:22]=[C:21]([S:23]([C:26]2[CH:31]=[CH:30][C:29]([S:32]([CH3:35])(=[O:34])=[O:33])=[CH:28][CH:27]=2)(=[O:25])=[O:24])[CH:20]=[CH:19][C:18]=1[NH:36][C:37](=[O:45])[C@:38]([OH:44])([CH3:43])[C:39]([F:42])([F:41])[F:40])=[CH2:2]. (2) Given the reactants [Cl:1][C:2]1[CH:3]=[N:4][CH:5]=[C:6]([Cl:20])[C:7]=1[S:8][C:9]1[S:13][C:12]([C:14]([OH:16])=O)=[CH:11][C:10]=1[N+:17]([O-:19])=[O:18].[Cl:21][C:22]1[CH:23]=[C:24]([CH:27]=[CH:28][CH:29]=1)[CH2:25][NH2:26], predict the reaction product. The product is: [Cl:21][C:22]1[CH:23]=[C:24]([CH:27]=[CH:28][CH:29]=1)[CH2:25][NH:26][C:14]([C:12]1[S:13][C:9]([S:8][C:7]2[C:6]([Cl:20])=[CH:5][N:4]=[CH:3][C:2]=2[Cl:1])=[C:10]([N+:17]([O-:19])=[O:18])[CH:11]=1)=[O:16]. (3) Given the reactants C(OC(=O)[NH:7][C@H:8]([C:18](=[O:28])[NH:19][CH2:20][C:21]1[CH:22]=[N:23][C:24]([NH2:27])=[CH:25][CH:26]=1)[CH2:9][C:10]1[CH:15]=[CH:14][C:13]([F:16])=[C:12]([F:17])[CH:11]=1)(C)(C)C.[ClH:30], predict the reaction product. The product is: [ClH:30].[ClH:30].[NH2:7][C@@H:8]([CH2:9][C:10]1[CH:15]=[CH:14][C:13]([F:16])=[C:12]([F:17])[CH:11]=1)[C:18]([NH:19][CH2:20][C:21]1[CH:22]=[N:23][C:24]([NH2:27])=[CH:25][CH:26]=1)=[O:28]. (4) Given the reactants [OH:1]/[N:2]=[C:3](\N)/[C:4]1[CH:9]=[CH:8][CH:7]=[CH:6][N:5]=1.N([O-])=O.[Na+].C(=O)([O-])O.[Na+].[ClH:20], predict the reaction product. The product is: [OH:1]/[N:2]=[C:3](\[Cl:20])/[C:4]1[CH:9]=[CH:8][CH:7]=[CH:6][N:5]=1. (5) Given the reactants [CH3:1][O:2][C:3](=[O:23])[C:4]1[CH:9]=[CH:8][C:7]([N:10]2[CH2:15][CH2:14][N:13](CC3C=CC=CC=3)[CH2:12][CH2:11]2)=[CH:6][CH:5]=1.[H][H], predict the reaction product. The product is: [CH3:1][O:2][C:3](=[O:23])[C:4]1[CH:5]=[CH:6][C:7]([N:10]2[CH2:15][CH2:14][NH:13][CH2:12][CH2:11]2)=[CH:8][CH:9]=1. (6) Given the reactants C1C(=O)N(Cl)C(=O)C1.[CH:9]1[C:14]2[CH:15]=[C:16]3[C:31]4[C:20]([C:21]5[C:32]6[C:25](=[CH:26][CH:27]=[CH:28][C:29]=6[C:30]=4[C:13]=2[CH:12]=[CH:11][CH:10]=1)[CH:24]=[CH:23][CH:22]=5)=[CH:19][C:18]1[CH:33]=[CH:34][CH:35]=[CH:36][C:17]3=1.[Li]CCCC.[CH2:42]([SiH:50]([CH2:59][CH2:60][CH2:61][CH2:62][CH2:63][CH2:64][CH2:65][CH3:66])[CH2:51][CH2:52][CH2:53][CH2:54][CH2:55][CH2:56][CH2:57][CH3:58])[CH2:43][CH2:44][CH2:45][CH2:46][CH2:47][CH2:48][CH3:49], predict the reaction product. The product is: [CH2:59]([SiH:50]([CH2:42][CH2:43][CH2:44][CH2:45][CH2:46][CH2:47][CH2:48][CH3:49])[CH2:51][CH2:52][CH2:53][CH2:54][CH2:55][CH2:56][CH2:57][CH3:58])[CH2:60][CH2:61][CH2:62][CH2:63][CH2:64][CH2:65][CH3:66].[CH:9]1[C:14]2[CH:15]=[C:16]3[C:31]4[C:20]([C:21]5[C:32]6[C:25](=[CH:26][CH:27]=[CH:28][C:29]=6[C:30]=4[C:13]=2[CH:12]=[CH:11][CH:10]=1)[CH:24]=[CH:23][CH:22]=5)=[CH:19][C:18]1[CH:33]=[CH:34][CH:35]=[CH:36][C:17]3=1. (7) Given the reactants [H-].C([Al+]CC(C)C)C(C)C.[CH3:11][C@H:12]1[CH2:17][C@@:16]([NH:20]C(=O)C(Cl)(Cl)Cl)([CH:18]=[CH2:19])[CH2:15][CH2:14][N:13]1[C:27]([O:29][C:30]([CH3:33])([CH3:32])[CH3:31])=[O:28].C(OCC)(=O)C.C(C(C(C([O-])=O)O)O)([O-])=O.[Na+].[K+], predict the reaction product. The product is: [NH2:20][C@:16]1([CH:18]=[CH2:19])[CH2:15][CH2:14][N:13]([C:27]([O:29][C:30]([CH3:32])([CH3:31])[CH3:33])=[O:28])[C@@H:12]([CH3:11])[CH2:17]1. (8) Given the reactants Br[C:2]1[S:15][C:5]2[C:6]3[N:14]=[CH:13][CH:12]=[CH:11][C:7]=3[O:8][CH2:9][CH2:10][C:4]=2[CH:3]=1.B1([C:25]2[CH:30]=[CH:29][C:28]([C:31]#[N:32])=[N:27][CH:26]=2)OC(C)(C)C(C)(C)O1.C(=O)([O-])[O-].[Na+].[Na+], predict the reaction product. The product is: [N:14]1[C:6]2[C:5]3[S:15][C:2]([C:25]4[CH:30]=[CH:29][C:28]([C:31]#[N:32])=[N:27][CH:26]=4)=[CH:3][C:4]=3[CH2:10][CH2:9][O:8][C:7]=2[CH:11]=[CH:12][CH:13]=1. (9) Given the reactants C(OC([NH:8][C:9]1[S:13][C:12]([C:14]2[C:19]([Cl:20])=[CH:18][CH:17]=[CH:16][C:15]=2[Cl:21])=[N:11][C:10]=1[C:22]([OH:24])=O)=O)(C)(C)C.[NH2:25][C:26]1[CH:27]=[N:28][CH:29]=[CH:30][C:31]=1[N:32]1[CH2:37][CH2:36][CH2:35][C@H:34]([NH:38]C(=O)OC(C)(C)C)[CH2:33]1, predict the reaction product. The product is: [NH2:8][C:9]1[S:13][C:12]([C:14]2[C:15]([Cl:21])=[CH:16][CH:17]=[CH:18][C:19]=2[Cl:20])=[N:11][C:10]=1[C:22]([NH:25][C:26]1[CH:27]=[N:28][CH:29]=[CH:30][C:31]=1[N:32]1[CH2:37][CH2:36][CH2:35][C@H:34]([NH2:38])[CH2:33]1)=[O:24]. (10) Given the reactants Cl.[NH2:2][C@@H:3]([CH2:8][C:9]1[CH:14]=[CH:13][C:12]([NH:15][C:16](=[O:25])[C:17]2[C:22]([Cl:23])=[CH:21][CH:20]=[CH:19][C:18]=2[Cl:24])=[CH:11][CH:10]=1)[C:4]([O:6][CH3:7])=[O:5].[C:26]([O:30][C:31]([N-:33][S:34](N1C=CC(=[N+](C)C)C=C1)(=[O:36])=[O:35])=[O:32])([CH3:29])([CH3:28])[CH3:27].C(N(CC)CC)C, predict the reaction product. The product is: [C:26]([O:30][C:31]([NH:33][S:34]([NH:2][C@@H:3]([CH2:8][C:9]1[CH:10]=[CH:11][C:12]([NH:15][C:16](=[O:25])[C:17]2[C:22]([Cl:23])=[CH:21][CH:20]=[CH:19][C:18]=2[Cl:24])=[CH:13][CH:14]=1)[C:4]([O:6][CH3:7])=[O:5])(=[O:36])=[O:35])=[O:32])([CH3:29])([CH3:27])[CH3:28].